From a dataset of Reaction yield outcomes from USPTO patents with 853,638 reactions. Predict the reaction yield, written as a fraction of the theoretical maximum amount of product (1.0 means a 100% yield; for example, 0.34 means a 34% yield). (1) The reactants are [CH3:1][N:2]([CH2:18][C:19]1[CH:24]=[CH:23][CH:22]=[C:21]([C:25](=[O:59])[NH:26][C:27]2[CH:32]=[CH:31][C:30]([N:33]3[CH2:38][CH2:37][CH2:36][CH2:35][CH2:34]3)=[CH:29][C:28]=2[C:39]2[CH:44]=[C:43]([C:45](=[O:58])[NH:46][CH2:47][C:48]3[CH:53]=[CH:52][CH:51]=[C:50]([C:54]([F:57])([F:56])[F:55])[CH:49]=3)[CH:42]=[CH:41][N:40]=2)[N:20]=1)[CH2:3][CH2:4][N:5]1[CH2:10][CH2:9][N:8](C(OC(C)(C)C)=O)[CH2:7][CH2:6]1.ClCCl.C(O)(C(F)(F)F)=O.CN(CC1N=C(C(NC2C=CC(N3CCCCC3)=CC=2C2C=C(C(=O)NCC3C=CC=C(C(F)(F)F)C=3)C=CN=2)=O)C=CC=1)CCN1CCNCC1.C(N(CC)CC)C.[CH3:129][S:130](Cl)(=[O:132])=[O:131]. The catalyst is ClCCl. The product is [CH3:1][N:2]([CH2:18][C:19]1[N:20]=[C:21]([C:25]([NH:26][C:27]2[CH:32]=[CH:31][C:30]([N:33]3[CH2:38][CH2:37][CH2:36][CH2:35][CH2:34]3)=[CH:29][C:28]=2[C:39]2[CH:44]=[C:43]([C:45](=[O:58])[NH:46][CH2:47][C:48]3[CH:53]=[CH:52][CH:51]=[C:50]([C:54]([F:57])([F:56])[F:55])[CH:49]=3)[CH:42]=[CH:41][N:40]=2)=[O:59])[CH:22]=[CH:23][CH:24]=1)[CH2:3][CH2:4][N:5]1[CH2:10][CH2:9][N:8]([S:130]([CH3:129])(=[O:132])=[O:131])[CH2:7][CH2:6]1. The yield is 0.280. (2) The reactants are C[O:2][C:3]1[CH:8]=[CH:7][C:6]([C:9]2([C:12]([O:14][CH3:15])=[O:13])[CH2:11][CH2:10]2)=[CH:5][CH:4]=1.CCS.[Al+3].[Cl-].[Cl-].[Cl-]. The catalyst is ClCCl. The product is [CH3:15][O:14][C:12]([C:9]1([C:6]2[CH:5]=[CH:4][C:3]([OH:2])=[CH:8][CH:7]=2)[CH2:10][CH2:11]1)=[O:13]. The yield is 0.950.